Predict the product of the given reaction. From a dataset of Forward reaction prediction with 1.9M reactions from USPTO patents (1976-2016). (1) Given the reactants [CH:1](=[O:8])[C:2]1[CH:7]=[CH:6][CH:5]=[N:4][CH:3]=1.[C:9]1([Mg]Br)[CH:14]=[CH:13][CH:12]=[CH:11][CH:10]=1, predict the reaction product. The product is: [C:9]1([CH:1]([C:2]2[CH:3]=[N:4][CH:5]=[CH:6][CH:7]=2)[OH:8])[CH:14]=[CH:13][CH:12]=[CH:11][CH:10]=1. (2) Given the reactants [OH-].[K+].O=[C:4]1[C:13]2[C:8](=[CH:9][CH:10]=[CH:11][CH:12]=2)[CH2:7][CH2:6][C:5]1([CH2:19][C:20](=[O:22])[CH3:21])C(OCC)=O, predict the reaction product. The product is: [CH:21]1[C:20](=[O:22])[CH2:19][CH:5]2[CH2:6][CH2:7][C:8]3[C:13](=[CH:12][CH:11]=[CH:10][CH:9]=3)[C:4]=12. (3) Given the reactants N=C=N.[OH:4][CH:5]1[C:14]2[C:9](=[N:10][C:11]([C:22]3[CH:27]=[CH:26][C:25]([CH3:28])=[CH:24][CH:23]=3)=[C:12]([C:15]3[CH:20]=[CH:19][C:18]([CH3:21])=[CH:17][CH:16]=3)[N:13]=2)[N:8]([CH2:29][CH2:30][CH2:31][CH2:32][CH2:33][CH2:34][C:35]([OH:37])=O)[CH2:7][CH2:6]1.C1CCC(NCC(F)=C2CCCCC2)CC1.[CH3:54][S:55]([NH2:58])(=[O:57])=[O:56], predict the reaction product. The product is: [OH:4][CH:5]1[C:14]2=[N:13][C:12]([C:15]3[CH:20]=[CH:19][C:18]([CH3:21])=[CH:17][CH:16]=3)=[C:11]([C:22]3[CH:27]=[CH:26][C:25]([CH3:28])=[CH:24][CH:23]=3)[N:10]=[C:9]2[N:8]([CH2:29][CH2:30][CH2:31][CH2:32][CH2:33][CH2:34][C:35]([NH:58][S:55]([CH3:54])(=[O:57])=[O:56])=[O:37])[CH2:7][CH2:6]1. (4) Given the reactants C([N:4]1[CH2:9][CH2:8][N:7]([C:10]2[CH:15]=[CH:14][C:13]([OH:16])=[CH:12][C:11]=2[Br:17])[CH2:6][CH2:5]1)(=O)C.C([O-])([O-])=O.[Cs+].[Cs+].[Na+].[I-].Cl.Cl[CH2:28][CH2:29][CH2:30][N:31]1[CH2:36][CH2:35][CH2:34][CH2:33][CH2:32]1, predict the reaction product. The product is: [Br:17][C:11]1[CH:12]=[C:13]([O:16][CH2:28][CH2:29][CH2:30][N:31]2[CH2:36][CH2:35][CH2:34][CH2:33][CH2:32]2)[CH:14]=[CH:15][C:10]=1[N:7]1[CH2:6][CH2:5][NH:4][CH2:9][CH2:8]1.